This data is from Reaction yield outcomes from USPTO patents with 853,638 reactions. The task is: Predict the reaction yield, written as a fraction of the theoretical maximum amount of product (1.0 means a 100% yield; for example, 0.34 means a 34% yield). (1) The reactants are C([O-])([O-])=O.[Cs+].[Cs+].[CH2:7]([O:9][C:10](=[O:19])[C:11]1[CH:16]=[CH:15][C:14]([OH:17])=[C:13]([OH:18])[CH:12]=1)[CH3:8].Br[CH2:21][CH2:22]Br. The catalyst is CN(C=O)C. The product is [CH2:7]([O:9][C:10]([C:11]1[CH:16]=[CH:15][C:14]2[O:17][CH2:21][CH2:22][O:18][C:13]=2[CH:12]=1)=[O:19])[CH3:8]. The yield is 0.290. (2) The reactants are [C:1]([O:5][C:6]([N:8]1[C:17]2[C:12](=[CH:13][CH:14]=[C:15]([N+:18]([O-])=O)[CH:16]=2)[C:11]([CH3:22])([CH3:21])[CH2:10][CH2:9]1)=[O:7])([CH3:4])([CH3:3])[CH3:2]. The catalyst is CO.[Pd]. The product is [NH2:18][C:15]1[CH:16]=[C:17]2[C:12]([C:11]([CH3:22])([CH3:21])[CH2:10][CH2:9][N:8]2[C:6]([O:5][C:1]([CH3:4])([CH3:3])[CH3:2])=[O:7])=[CH:13][CH:14]=1. The yield is 0.950. (3) The reactants are Br[CH2:2][C:3]([NH:5][C:6]1[C:11](Br)=[N:10][C:9]([Br:13])=[CH:8][N:7]=1)=[O:4].[CH:14]([N:17](C(C)C)CC)(C)[CH3:15].Cl.C(N)C. The catalyst is C(#N)C. The product is [Br:13][C:9]1[N:10]=[C:11]2[N:17]([CH2:14][CH3:15])[CH2:2][C:3](=[O:4])[NH:5][C:6]2=[N:7][CH:8]=1. The yield is 0.360. (4) The reactants are [OH:1][C:2]1[CH:3]=[C:4]([CH:29]=[CH:30][CH:31]=1)[C:5]([NH:7][C:8]1[CH:9]=[N:10][C:11]([N:14]2[C:18]([C:19]([F:22])([F:21])[F:20])=[CH:17][C:16]([C:23]3[CH:24]=[N:25][CH:26]=[CH:27][CH:28]=3)=[N:15]2)=[CH:12][CH:13]=1)=[O:6].[CH2:32](I)[CH2:33][CH3:34].C(=O)([O-])[O-].[K+].[K+].[Cl-].[NH4+]. The catalyst is C(#N)C. The product is [CH2:32]([O:1][C:2]1[CH:3]=[C:4]([CH:29]=[CH:30][CH:31]=1)[C:5]([NH:7][C:8]1[CH:9]=[N:10][C:11]([N:14]2[C:18]([C:19]([F:20])([F:22])[F:21])=[CH:17][C:16]([C:23]3[CH:24]=[N:25][CH:26]=[CH:27][CH:28]=3)=[N:15]2)=[CH:12][CH:13]=1)=[O:6])[CH2:33][CH3:34]. The yield is 0.590. (5) The reactants are [F:1][C:2]1[CH:22]=[CH:21][C:5]([O:6][CH2:7][C@@H:8]([O:14][CH2:15][O:16][CH2:17]COC)[CH2:9][CH2:10][CH2:11]CO)=[CH:4][CH:3]=1.C(Cl)(=O)C(Cl)=O.CS(C)=O.CCN(CC)CC.Cl.C([O-])(O)=O.[Na+]. The catalyst is C(Cl)Cl. The product is [F:1][C:2]1[CH:22]=[CH:21][C:5]([O:6][CH2:7][C@H:8]2[O:14][CH:15]([O:16][CH3:17])[CH2:11][CH2:10][CH2:9]2)=[CH:4][CH:3]=1. The yield is 0.800. (6) The reactants are [NH2:1][C:2]1[CH:3]=[C:4]([C:8]2[C:16]3[C:11](=[CH:12][CH:13]=[C:14]([C:17]([NH2:19])=[O:18])[CH:15]=3)[N:10](C3CCCCO3)[N:9]=2)[CH:5]=[CH:6][CH:7]=1.[Cl:26][C:27]1[CH:32]=[C:31]([Cl:33])[CH:30]=[CH:29][C:28]=1[CH2:34][C:35](O)=[O:36].CCN=C=NCCCN(C)C. No catalyst specified. The product is [Cl:26][C:27]1[CH:32]=[C:31]([Cl:33])[CH:30]=[CH:29][C:28]=1[CH2:34][C:35]([NH:1][C:2]1[CH:3]=[C:4]([C:8]2[C:16]3[C:11](=[CH:12][CH:13]=[C:14]([C:17]([NH2:19])=[O:18])[CH:15]=3)[NH:10][N:9]=2)[CH:5]=[CH:6][CH:7]=1)=[O:36]. The yield is 0.0300. (7) The reactants are [CH2:1]([O:8][CH2:9][C:10]1[CH2:14][CH2:13][C:12](=[O:15])[CH:11]=1)[C:2]1[CH:7]=[CH:6][CH:5]=[CH:4][CH:3]=1.Cl. The catalyst is CCOCC. The product is [CH2:1]([O:8][CH2:9][C@@H:10]1[CH2:14][CH2:13][C:12](=[O:15])[CH2:11]1)[C:2]1[CH:7]=[CH:6][CH:5]=[CH:4][CH:3]=1. The yield is 0.760. (8) The reactants are [NH2:1][CH2:2][CH2:3][CH2:4][N:5]1[CH2:9][CH2:8][CH2:7][C:6]1=[O:10].[CH3:11][N:12]([C:19]1[N:24]2[N:25]=[CH:26][C:27]([CH2:28][CH2:29][C:30](O)=[O:31])=[C:23]2[N:22]=[CH:21][N:20]=1)[C:13]1[CH:18]=[CH:17][CH:16]=[CH:15][CH:14]=1.CCN=C=NCCCN(C)C.O. The catalyst is CN(C1C=CN=CC=1)C.ClCCl. The product is [CH3:11][N:12]([C:19]1[N:24]2[N:25]=[CH:26][C:27]([CH2:28][CH2:29][C:30]([NH:1][CH2:2][CH2:3][CH2:4][N:5]3[CH2:9][CH2:8][CH2:7][C:6]3=[O:10])=[O:31])=[C:23]2[N:22]=[CH:21][N:20]=1)[C:13]1[CH:14]=[CH:15][CH:16]=[CH:17][CH:18]=1. The yield is 0.930. (9) The reactants are [CH:1]([N:4]1[C:8]([C:9]2[N:18]=[C:17]3[N:11]([CH2:12][CH2:13][O:14][C:15]4[CH:22]=[C:21](O)[N:20]=[CH:19][C:16]=43)[CH:10]=2)=[N:7][CH:6]=[N:5]1)([CH3:3])[CH3:2].[CH3:24][OH:25].[OH2:26]. No catalyst specified. The product is [OH:25][C@H:24]1[CH2:2][CH2:1][N:4]([C:21]2[N:20]=[CH:19][C:16]3[C:17]4[N:11]([CH:10]=[C:9]([C:8]5[N:4]([CH:1]([CH3:3])[CH3:2])[N:5]=[CH:6][N:7]=5)[N:18]=4)[CH2:12][CH2:13][O:14][C:15]=3[CH:22]=2)[C@@H:8]1[C:9]([NH2:18])=[O:26]. The yield is 0.390.